This data is from Forward reaction prediction with 1.9M reactions from USPTO patents (1976-2016). The task is: Predict the product of the given reaction. (1) The product is: [Br:42][C:43]1[CH:50]=[CH:49][CH:48]=[CH:47][C:44]=1/[CH:45]=[CH:11]/[C:4]1[C:5]2[C:10](=[CH:9][CH:8]=[CH:7][CH:6]=2)[NH:2][N:3]=1. Given the reactants [Br-].[NH:2]1[C:10]2[C:5](=[CH:6][CH:7]=[CH:8][CH:9]=2)[C:4]([CH2:11][P+](C2C=CC=CC=2)(C2C=CC=CC=2)C2C=CC=CC=2)=[N:3]1.C1CCN2C(=NCCC2)CC1.[Br:42][C:43]1[CH:50]=[CH:49][CH:48]=[CH:47][C:44]=1[CH:45]=O, predict the reaction product. (2) Given the reactants [CH2:1]1COC23OCCOC2([C@]2(CC[C@H]4[C@@H](C[C@H](CCO)C5[C@]4(C)CCCC5)[C@@H]2C3)C)[O:2]1.[C:31]([C@@H:33]1[CH:50]2[C@:45]([CH3:52])([CH2:46][CH2:47][C:48](=[O:51])[CH2:49]2)[C@@H:44]2[C@H:35]([C@H:36]3[C@@:40]([CH2:42][CH2:43]2)([CH3:41])[C:39](=[O:53])[CH2:38][CH2:37]3)[CH2:34]1)#N, predict the reaction product. The product is: [OH:2][CH2:1][CH2:31][C@@H:33]1[CH:50]2[C@:45]([CH3:52])([CH2:46][CH2:47][C:48](=[O:51])[CH2:49]2)[C@@H:44]2[C@H:35]([C@H:36]3[C@@:40]([CH2:42][CH2:43]2)([CH3:41])[C:39](=[O:53])[CH2:38][CH2:37]3)[CH2:34]1.